This data is from Forward reaction prediction with 1.9M reactions from USPTO patents (1976-2016). The task is: Predict the product of the given reaction. Given the reactants CN[C:3]1([C:10]2C=CC=CC=2Cl)[C:8](=[O:9])[CH2:7][CH2:6][CH2:5][CH2:4]1.[CH3:17][C:18]1[CH:19]=[CH:20][CH:21]=[C:22]([CH3:31])[C:23]=1NC1SCCCN=1, predict the reaction product. The product is: [CH3:10][C@@:3]12[C@@H:8]([OH:9])[CH2:7][CH2:6][C@H:31]1[C@@H:22]1[CH2:21][CH2:20][C:19]3[C@@:18]([CH3:17])([C@H:23]1[CH2:5][CH2:4]2)[CH2:6][CH2:7][C:8](=[O:9])[CH:3]=3.